Dataset: Peptide-MHC class II binding affinity with 134,281 pairs from IEDB. Task: Regression. Given a peptide amino acid sequence and an MHC pseudo amino acid sequence, predict their binding affinity value. This is MHC class II binding data. (1) The peptide sequence is LGFSSEVLKLKDEVR. The MHC is DRB1_1501 with pseudo-sequence DRB1_1501. The binding affinity (normalized) is 0.544. (2) The peptide sequence is KAAMGLRISSSFSFG. The MHC is DRB1_1501 with pseudo-sequence DRB1_1501. The binding affinity (normalized) is 1.00.